Dataset: Peptide-MHC class II binding affinity with 134,281 pairs from IEDB. Task: Regression. Given a peptide amino acid sequence and an MHC pseudo amino acid sequence, predict their binding affinity value. This is MHC class II binding data. (1) The binding affinity (normalized) is 0.545. The peptide sequence is AEIGSAISTANGAAA. The MHC is DRB1_0401 with pseudo-sequence DRB1_0401. (2) The peptide sequence is MLSPMLHHWIKVEYG. The MHC is HLA-DQA10501-DQB10402 with pseudo-sequence HLA-DQA10501-DQB10402. The binding affinity (normalized) is 0.542. (3) The peptide sequence is AVDDYAGYLLDKNQSDLVTN. The MHC is DRB1_0401 with pseudo-sequence DRB1_0401. The binding affinity (normalized) is 0.787. (4) The peptide sequence is KLNNQFGSVPALTIA. The MHC is DRB4_0101 with pseudo-sequence DRB4_0103. The binding affinity (normalized) is 0.353. (5) The peptide sequence is FSSWETVCDSLDDYN. The MHC is DRB1_0901 with pseudo-sequence DRB1_0901. The binding affinity (normalized) is 0. (6) The peptide sequence is KKSRMSMAMGTMAGCGY. The MHC is DRB1_1101 with pseudo-sequence DRB1_1101. The binding affinity (normalized) is 0.728.